This data is from Catalyst prediction with 721,799 reactions and 888 catalyst types from USPTO. The task is: Predict which catalyst facilitates the given reaction. (1) Reactant: Br[C:2]1[N:7]=[CH:6][C:5]2[N:8]=[C:9]([CH3:14])[N:10]([CH:11]([CH3:13])[CH3:12])[C:4]=2[CH:3]=1.[Cl:15][C:16]1[N:20]([CH2:21][CH:22]2[CH2:24][CH2:23]2)[N:19]=[CH:18][C:17]=1[C:25]1[N:30]=[C:29]([NH2:31])[CH:28]=[CH:27][N:26]=1.C(=O)([O-])[O-].[Cs+].[Cs+].C1(P(C2CCCCC2)C2C=CC=CC=2C2C(C(C)C)=CC(C(C)C)=CC=2C(C)C)CCCCC1. Product: [Cl:15][C:16]1[N:20]([CH2:21][CH:22]2[CH2:23][CH2:24]2)[N:19]=[CH:18][C:17]=1[C:25]1[N:30]=[C:29]([NH:31][C:2]2[N:7]=[CH:6][C:5]3[N:8]=[C:9]([CH3:14])[N:10]([CH:11]([CH3:13])[CH3:12])[C:4]=3[CH:3]=2)[CH:28]=[CH:27][N:26]=1. The catalyst class is: 102. (2) Product: [CH3:1][C:2]([CH3:31])([CH:12]([OH:30])[C:13]1[CH:18]=[CH:17][N:16]=[C:15]([C:19]2[S:20][C:21]3[CH:29]=[CH:28][CH:27]=[CH:26][C:22]=3[C:23](=[O:25])[N:24]=2)[CH:14]=1)[C:3]([OH:5])=[O:4]. Reactant: [CH3:1][C:2]([CH3:31])([CH:12]([OH:30])[C:13]1[CH:18]=[CH:17][N:16]=[C:15]([C:19]2[S:20][C:21]3[CH:29]=[CH:28][CH:27]=[CH:26][C:22]=3[C:23](=[O:25])[N:24]=2)[CH:14]=1)[C:3]([O:5]CC[Si](C)(C)C)=[O:4].[F-].C([N+](CCCC)(CCCC)CCCC)CCC. The catalyst class is: 7. (3) Reactant: [C:1]([O:5][C:6]([NH:8][CH:9]1[CH2:14][C:13]([CH3:19])([C:15]([O:17][CH3:18])=[O:16])[CH2:12][CH:11]=[CH:10]1)=[O:7])([CH3:4])([CH3:3])[CH3:2]. Product: [C:1]([O:5][C:6]([NH:8][CH:9]1[CH2:14][C:13]([CH3:19])([C:15]([O:17][CH3:18])=[O:16])[CH2:12][CH2:11][CH2:10]1)=[O:7])([CH3:4])([CH3:3])[CH3:2]. The catalyst class is: 19. (4) Reactant: CN(C=O)C.CS(O[CH2:11][CH2:12][O:13][CH2:14][CH2:15][O:16][CH2:17][CH2:18][O:19][CH2:20][CH2:21][O:22][C:23]12[CH2:32][CH:27]3[CH2:28][CH:29]([CH2:31][CH:25]([CH2:26]3)[CH2:24]1)[CH2:30]2)(=O)=O.[N-:33]=[N+:34]=[N-:35].[Na+].C(Cl)Cl. Product: [N:33]([CH2:11][CH2:12][O:13][CH2:14][CH2:15][O:16][CH2:17][CH2:18][O:19][CH2:20][CH2:21][O:22][C:23]12[CH2:32][CH:27]3[CH2:28][CH:29]([CH2:31][CH:25]([CH2:26]3)[CH2:24]1)[CH2:30]2)=[N+:34]=[N-:35]. The catalyst class is: 72. (5) Product: [OH:21][C:7]1[C:8]2[S:14][C:13]([C:15]3[CH:16]=[CH:17][CH:18]=[CH:19][CH:20]=3)=[N:12][C:9]=2[CH:10]=[N:11][C:6]=1[C:4]([NH:22][CH2:23][C:24]([OH:26])=[O:25])=[O:5]. Reactant: C(O[C:4]([C:6]1[N:11]=[CH:10][C:9]2[N:12]=[C:13]([C:15]3[CH:20]=[CH:19][CH:18]=[CH:17][CH:16]=3)[S:14][C:8]=2[C:7]=1[OH:21])=[O:5])C.[NH2:22][CH2:23][C:24]([OH:26])=[O:25]. The catalyst class is: 779. (6) Reactant: [Cl:1][C:2]1[CH:7]=[CH:6][C:5]([C:8]2[C:13]([CH:14]=[O:15])=[CH:12][N:11]=[CH:10][CH:9]=2)=[C:4]([F:16])[CH:3]=1.[CH:17]([Mg]Br)=[CH2:18]. Product: [Cl:1][C:2]1[CH:7]=[CH:6][C:5]([C:8]2[CH:9]=[CH:10][N:11]=[CH:12][C:13]=2[CH:14]([OH:15])[CH:17]=[CH2:18])=[C:4]([F:16])[CH:3]=1. The catalyst class is: 1. (7) Reactant: [Cl:1][C:2]1[C:11]2[C:10]([CH3:13])([CH3:12])[CH2:9][CH:8]=[C:7]([CH:14]([CH3:16])[CH3:15])[C:6]=2[CH:5]=[C:4]([CH:17]([OH:20])[CH2:18][CH3:19])[C:3]=1[O:21][CH2:22][CH3:23].C[N+]1([O-])CCOCC1.C(#N)C. Product: [Cl:1][C:2]1[C:11]2[C:10]([CH3:13])([CH3:12])[CH2:9][CH:8]=[C:7]([CH:14]([CH3:16])[CH3:15])[C:6]=2[CH:5]=[C:4]([C:17](=[O:20])[CH2:18][CH3:19])[C:3]=1[O:21][CH2:22][CH3:23]. The catalyst class is: 4.